This data is from Catalyst prediction with 721,799 reactions and 888 catalyst types from USPTO. The task is: Predict which catalyst facilitates the given reaction. (1) Reactant: [CH3:1][O:2][C:3]1[CH:8]=[C:7]([C:9]([OH:11])=O)[C:6]([O:12][CH3:13])=[CH:5][C:4]=1[C:14]1[CH:19]=[CH:18][CH:17]=[CH:16][C:15]=1[C:20]([F:23])([F:22])[F:21].[C:24](Cl)(=O)C(Cl)=O.[CH:30]1[CH:31]=[CH:32][N:33]2[CH2:39][C:38]3[CH:40]=[CH:41][CH:42]=[CH:43][C:37]=3[NH:36][CH2:35][C:34]=12.CC[N:46]([CH:50]([CH3:52])C)[CH:47]([CH3:49])C.[CH3:53][N:54]([CH3:57])[CH:55]=[O:56]. Product: [CH3:13][O:12][C:6]1[CH:5]=[C:4]([C:14]2[CH:19]=[CH:18][CH:17]=[CH:16][C:15]=2[C:20]([F:22])([F:21])[F:23])[C:3]([O:2][CH3:1])=[CH:8][C:7]=1[C:9]([N:36]1[C:37]2[CH:43]=[CH:42][CH:41]=[CH:40][C:38]=2[CH2:39][N:33]2[C:32]([C:55]([N:54]([CH3:57])[CH2:53][C:52]3[CH:50]=[N:46][CH:47]=[CH:49][CH:24]=3)=[O:56])=[CH:31][CH:30]=[C:34]2[CH2:35]1)=[O:11]. The catalyst class is: 195. (2) Reactant: [C:1]([C:3]1[CH:12]=[CH:11][C:6]([C:7]([O:9][CH3:10])=[O:8])=[CH:5][C:4]=1F)#[N:2].[NH:14]1[CH:18]=[CH:17][CH:16]=[N:15]1.[H-].[Na+]. Product: [C:1]([C:3]1[CH:12]=[CH:11][C:6]([C:7]([O:9][CH3:10])=[O:8])=[CH:5][C:4]=1[N:14]1[CH:18]=[CH:17][CH:16]=[N:15]1)#[N:2]. The catalyst class is: 35. (3) The catalyst class is: 31. Reactant: [N:1]1[CH:6]=[CH:5][C:4]([C:7]2[CH:8]=[C:9]([NH2:14])[C:10]([NH2:13])=[CH:11][CH:12]=2)=[CH:3][CH:2]=1.[NH:15](C(OC(C)(C)C)=O)[C@@H:16]([C:24](O)=O)[CH2:17][C:18]1[CH:23]=[CH:22][CH:21]=[CH:20][CH:19]=1.CN(C(ON1N=NC2C=CC=NC1=2)=[N+](C)C)C.F[P-](F)(F)(F)(F)F.CCN(C(C)C)C(C)C. Product: [C:18]1([CH2:17][C@H:16]([C:24]2[NH:13][C:10]3[CH:11]=[CH:12][C:7]([C:4]4[CH:3]=[CH:2][N:1]=[CH:6][CH:5]=4)=[CH:8][C:9]=3[N:14]=2)[NH2:15])[CH:23]=[CH:22][CH:21]=[CH:20][CH:19]=1.